Dataset: NCI-60 drug combinations with 297,098 pairs across 59 cell lines. Task: Regression. Given two drug SMILES strings and cell line genomic features, predict the synergy score measuring deviation from expected non-interaction effect. (1) Drug 1: C1CC(C1)(C(=O)O)C(=O)O.[NH2-].[NH2-].[Pt+2]. Drug 2: COC1=C2C(=CC3=C1OC=C3)C=CC(=O)O2. Cell line: COLO 205. Synergy scores: CSS=12.6, Synergy_ZIP=-2.24, Synergy_Bliss=-4.97, Synergy_Loewe=-3.21, Synergy_HSA=-6.09. (2) Drug 2: CC1=C(N=C(N=C1N)C(CC(=O)N)NCC(C(=O)N)N)C(=O)NC(C(C2=CN=CN2)OC3C(C(C(C(O3)CO)O)O)OC4C(C(C(C(O4)CO)O)OC(=O)N)O)C(=O)NC(C)C(C(C)C(=O)NC(C(C)O)C(=O)NCCC5=NC(=CS5)C6=NC(=CS6)C(=O)NCCC[S+](C)C)O. Cell line: OVCAR-8. Synergy scores: CSS=51.2, Synergy_ZIP=-0.777, Synergy_Bliss=0.567, Synergy_Loewe=-0.961, Synergy_HSA=0.676. Drug 1: CCC1=CC2CC(C3=C(CN(C2)C1)C4=CC=CC=C4N3)(C5=C(C=C6C(=C5)C78CCN9C7C(C=CC9)(C(C(C8N6C)(C(=O)OC)O)OC(=O)C)CC)OC)C(=O)OC.C(C(C(=O)O)O)(C(=O)O)O. (3) Drug 1: C1C(C(OC1N2C=C(C(=O)NC2=O)F)CO)O. Drug 2: CN(C(=O)NC(C=O)C(C(C(CO)O)O)O)N=O. Cell line: OVCAR-5. Synergy scores: CSS=7.06, Synergy_ZIP=-3.91, Synergy_Bliss=3.15, Synergy_Loewe=-13.3, Synergy_HSA=0.306. (4) Drug 2: CC1C(C(CC(O1)OC2CC(OC(C2O)C)OC3=CC4=CC5=C(C(=O)C(C(C5)C(C(=O)C(C(C)O)O)OC)OC6CC(C(C(O6)C)O)OC7CC(C(C(O7)C)O)OC8CC(C(C(O8)C)O)(C)O)C(=C4C(=C3C)O)O)O)O. Synergy scores: CSS=66.5, Synergy_ZIP=-0.227, Synergy_Bliss=-3.53, Synergy_Loewe=-24.0, Synergy_HSA=-4.82. Cell line: MOLT-4. Drug 1: COC1=CC(=CC(=C1O)OC)C2C3C(COC3=O)C(C4=CC5=C(C=C24)OCO5)OC6C(C(C7C(O6)COC(O7)C8=CC=CS8)O)O. (5) Drug 1: CN1CCC(CC1)COC2=C(C=C3C(=C2)N=CN=C3NC4=C(C=C(C=C4)Br)F)OC. Drug 2: CNC(=O)C1=NC=CC(=C1)OC2=CC=C(C=C2)NC(=O)NC3=CC(=C(C=C3)Cl)C(F)(F)F. Cell line: UACC-257. Synergy scores: CSS=21.3, Synergy_ZIP=-0.959, Synergy_Bliss=-1.70, Synergy_Loewe=-3.62, Synergy_HSA=-2.68. (6) Drug 1: CC(CN1CC(=O)NC(=O)C1)N2CC(=O)NC(=O)C2. Drug 2: CC1OCC2C(O1)C(C(C(O2)OC3C4COC(=O)C4C(C5=CC6=C(C=C35)OCO6)C7=CC(=C(C(=C7)OC)O)OC)O)O. Cell line: M14. Synergy scores: CSS=34.3, Synergy_ZIP=5.63, Synergy_Bliss=9.99, Synergy_Loewe=3.83, Synergy_HSA=9.82. (7) Drug 1: C1=NC2=C(N=C(N=C2N1C3C(C(C(O3)CO)O)F)Cl)N. Drug 2: CS(=O)(=O)OCCCCOS(=O)(=O)C. Cell line: MDA-MB-435. Synergy scores: CSS=1.10, Synergy_ZIP=-2.05, Synergy_Bliss=-4.88, Synergy_Loewe=-0.177, Synergy_HSA=-6.05. (8) Drug 1: C1C(C(OC1N2C=NC3=C(N=C(N=C32)Cl)N)CO)O. Drug 2: CCCCCOC(=O)NC1=NC(=O)N(C=C1F)C2C(C(C(O2)C)O)O. Cell line: ACHN. Synergy scores: CSS=54.3, Synergy_ZIP=0.851, Synergy_Bliss=1.68, Synergy_Loewe=-49.9, Synergy_HSA=1.43. (9) Drug 1: C1=CC(=C2C(=C1NCCNCCO)C(=O)C3=C(C=CC(=C3C2=O)O)O)NCCNCCO. Drug 2: CC1=C(C(=CC=C1)Cl)NC(=O)C2=CN=C(S2)NC3=CC(=NC(=N3)C)N4CCN(CC4)CCO. Cell line: EKVX. Synergy scores: CSS=36.0, Synergy_ZIP=-0.0347, Synergy_Bliss=3.35, Synergy_Loewe=4.95, Synergy_HSA=5.79. (10) Drug 1: CC(C)(C1=NC(=CC=C1)N2C3=NC(=NC=C3C(=O)N2CC=C)NC4=CC=C(C=C4)N5CCN(CC5)C)O. Drug 2: CC(C)(C#N)C1=CC=C(C=C1)N2C3=C4C=C(C=CC4=NC=C3N(C2=O)C)C5=CC6=CC=CC=C6N=C5. Cell line: NCI-H460. Synergy scores: CSS=65.1, Synergy_ZIP=12.2, Synergy_Bliss=11.8, Synergy_Loewe=10.5, Synergy_HSA=14.9.